From a dataset of Reaction yield outcomes from USPTO patents with 853,638 reactions. Predict the reaction yield, written as a fraction of the theoretical maximum amount of product (1.0 means a 100% yield; for example, 0.34 means a 34% yield). (1) The reactants are CC[Mg+].[Br-].[CH:5]#[C:6][CH2:7][CH2:8][CH2:9][CH2:10][CH2:11][CH2:12][CH3:13].[CH2:14](Br)[C:15]#[CH:16]. The catalyst is [Cu]I.C1COCC1. The product is [CH:5]#[C:6][CH2:7][C:8]#[C:9][CH2:10][CH2:11][CH2:12][CH2:13][CH2:14][CH2:15][CH3:16]. The yield is 0.350. (2) The reactants are [NH2:1][C:2]1[C:3]2[C:11]([CH3:12])=[C:10]([C:13]([O:15]C(C)(C)C)=[O:14])[S:9][C:4]=2[NH:5][C:6](=[O:8])[N:7]=1.FC(F)(F)C(O)=O. The catalyst is C(Cl)Cl. The product is [NH2:1][C:2]1[C:3]2[C:11]([CH3:12])=[C:10]([C:13]([OH:15])=[O:14])[S:9][C:4]=2[NH:5][C:6](=[O:8])[N:7]=1. The yield is 0.820. (3) The reactants are [OH:1][C:2]1[CH:7]=[CH:6][C:5]([CH:8]2[CH2:13][CH2:12][C:11](=[CH:14][C:15]([O:17][CH2:18][CH3:19])=[O:16])[CH2:10][CH2:9]2)=[CH:4][CH:3]=1. The catalyst is CCOC(C)=O.[Pd]. The product is [OH:1][C:2]1[CH:3]=[CH:4][C:5]([CH:8]2[CH2:9][CH2:10][CH:11]([CH2:14][C:15]([O:17][CH2:18][CH3:19])=[O:16])[CH2:12][CH2:13]2)=[CH:6][CH:7]=1. The yield is 1.00. (4) The reactants are [CH:1]([C:3]1[N:8]=[N:7][C:6]2[O:9][CH2:10][CH2:11][O:12][C:5]=2[CH:4]=1)=C.I([O-])(=O)(=O)=[O:14].[Na+]. The catalyst is O1CCOCC1.O.[Os](=O)(=O)(=O)=O. The product is [N:7]1[C:6]2[O:9][CH2:10][CH2:11][O:12][C:5]=2[CH:4]=[C:3]([CH:1]=[O:14])[N:8]=1. The yield is 0.640.